Dataset: Peptide-MHC class I binding affinity with 185,985 pairs from IEDB/IMGT. Task: Regression. Given a peptide amino acid sequence and an MHC pseudo amino acid sequence, predict their binding affinity value. This is MHC class I binding data. (1) The MHC is HLA-A68:02 with pseudo-sequence HLA-A68:02. The peptide sequence is TYLYNKYSF. The binding affinity (normalized) is 0.274. (2) The peptide sequence is SQYDPKELL. The MHC is HLA-A66:01 with pseudo-sequence HLA-A66:01. The binding affinity (normalized) is 0.213.